Dataset: Full USPTO retrosynthesis dataset with 1.9M reactions from patents (1976-2016). Task: Predict the reactants needed to synthesize the given product. (1) Given the product [NH2:20][C:17]1[CH:18]=[CH:19][C:14]([O:13][C:7]2[C:6]3[C:11](=[CH:12][C:3]([O:2][CH3:1])=[C:4]([C:23]([NH2:25])=[O:24])[CH:5]=3)[N:10]=[CH:9][CH:8]=2)=[N:15][CH:16]=1, predict the reactants needed to synthesize it. The reactants are: [CH3:1][O:2][C:3]1[CH:12]=[C:11]2[C:6]([C:7]([O:13][C:14]3[CH:19]=[CH:18][C:17]([N+:20]([O-])=O)=[CH:16][N:15]=3)=[CH:8][CH:9]=[N:10]2)=[CH:5][C:4]=1[C:23]([NH2:25])=[O:24].[Cl-].[NH4+].O.C(OCC)(=O)C. (2) Given the product [NH2:24][C:2]1[C:11]([C:12]([C:14]2[CH:19]=[CH:18][CH:17]=[CH:16][C:15]=2[O:20][CH3:21])=[O:13])=[CH:10][C:9]2[C:4](=[CH:5][CH:6]=[C:7]([O:22][CH3:23])[CH:8]=2)[N:3]=1, predict the reactants needed to synthesize it. The reactants are: Cl[C:2]1[C:11]([C:12]([C:14]2[CH:19]=[CH:18][CH:17]=[CH:16][C:15]=2[O:20][CH3:21])=[O:13])=[CH:10][C:9]2[C:4](=[CH:5][CH:6]=[C:7]([O:22][CH3:23])[CH:8]=2)[N:3]=1.[NH3:24].